Dataset: Catalyst prediction with 721,799 reactions and 888 catalyst types from USPTO. Task: Predict which catalyst facilitates the given reaction. (1) Reactant: [F:1][C:2]1[CH:9]=[CH:8][C:5]([C:6]#[N:7])=[C:4]([CH3:10])[CH:3]=1.C1C(=O)N([Br:18])C(=O)C1.CC(N=NC(C#N)(C)C)(C#N)C. Product: [Br:18][CH2:10][C:4]1[CH:3]=[C:2]([F:1])[CH:9]=[CH:8][C:5]=1[C:6]#[N:7]. The catalyst class is: 53. (2) Reactant: [Cl:1][C:2]1[C:3](I)=[C:4]2[CH:10]=[CH:9][N:8]([Si:11]([CH:18]([CH3:20])[CH3:19])([CH:15]([CH3:17])[CH3:16])[CH:12]([CH3:14])[CH3:13])[C:5]2=[N:6][CH:7]=1.[Li]CCCC.[CH2:27]([N:34]([C:42]12[CH2:49][CH2:48][C:45]([CH:50]=[O:51])([CH2:46][CH2:47]1)[CH2:44][CH2:43]2)[C:35](=[O:41])[O:36][C:37]([CH3:40])([CH3:39])[CH3:38])[C:28]1[CH:33]=[CH:32][CH:31]=[CH:30][CH:29]=1.[NH4+].[Cl-]. The catalyst class is: 49. Product: [CH2:27]([N:34]([C:42]12[CH2:47][CH2:46][C:45]([CH:50]([C:3]3[C:2]([Cl:1])=[CH:7][N:6]=[C:5]4[N:8]([Si:11]([CH:18]([CH3:20])[CH3:19])([CH:15]([CH3:17])[CH3:16])[CH:12]([CH3:14])[CH3:13])[CH:9]=[CH:10][C:4]=34)[OH:51])([CH2:44][CH2:43]1)[CH2:48][CH2:49]2)[C:35](=[O:41])[O:36][C:37]([CH3:40])([CH3:39])[CH3:38])[C:28]1[CH:33]=[CH:32][CH:31]=[CH:30][CH:29]=1. (3) Reactant: O=[C:2]1[CH2:7][CH2:6][N:5]([C:8]2[CH:13]=[CH:12][C:11]([N:14]3[CH2:18][C@H:17]([CH2:19][NH:20][C:21](=[O:23])[CH3:22])[O:16][C:15]3=[O:24])=[CH:10][C:9]=2[F:25])[CH2:4][CH2:3]1.[C-:26]#[N:27].[K+].[Cl-].[NH4+:30].O. Product: [NH2:30][C:2]1([C:26]#[N:27])[CH2:7][CH2:6][N:5]([C:8]2[CH:13]=[CH:12][C:11]([N:14]3[CH2:18][C@H:17]([CH2:19][NH:20][C:21](=[O:23])[CH3:22])[O:16][C:15]3=[O:24])=[CH:10][C:9]=2[F:25])[CH2:4][CH2:3]1. The catalyst class is: 15. (4) Product: [CH:8]1([N:11]2[CH:15]=[C:14]([C:16]3[CH:17]=[C:18]4[C:23](=[CH:24][CH:25]=3)[N:22]([C:26](=[O:28])[CH3:27])[C@@H:21]([CH3:29])[CH2:20][N:19]4[C:30]3[C:38]4[C:33](=[CH:34][CH:35]=[CH:36][CH:37]=4)[NH:32][N:31]=3)[CH:13]=[N:12]2)[CH2:9][CH2:10]1. Reactant: FC(F)(F)C(O)=O.[CH:8]1([N:11]2[CH:15]=[C:14]([C:16]3[CH:17]=[C:18]4[C:23](=[CH:24][CH:25]=3)[N:22]([C:26](=[O:28])[CH3:27])[C@@H:21]([CH3:29])[CH2:20][N:19]4[C:30]3[C:38]4[C:33](=[CH:34][CH:35]=[CH:36][CH:37]=4)[N:32](C4CCCCO4)[N:31]=3)[CH:13]=[N:12]2)[CH2:10][CH2:9]1. The catalyst class is: 4.